Binary Classification. Given a drug SMILES string, predict its activity (active/inactive) in a high-throughput screening assay against a specified biological target. From a dataset of M1 muscarinic receptor antagonist screen with 61,756 compounds. (1) The molecule is O=c1c(CN2CC(CCC2)C)c([nH]c2c1cc(OC)cc2)C. The result is 0 (inactive). (2) The compound is S(c1n(c2ccc(OCC)cc2)c(nn1)COc1ccc(cc1)C)CC(=O)N. The result is 0 (inactive). (3) The compound is Brc1cc(C(=O)COC(=O)CN2c3c(OC(=O)C2)cccc3)ccc1. The result is 0 (inactive). (4) The result is 0 (inactive). The compound is s1c(nn2c(nnc12)c1occc1)Cc1sccc1. (5) The drug is S=c1n(CCCN2CC(CC(C2)C)C)c(=O)c2c([nH]1)cccc2. The result is 0 (inactive). (6) The compound is O=C1CC(Cc2nc(N3CCN(CC3)Cc3ccccc3)ncc12)c1ccc(OC)cc1. The result is 0 (inactive). (7) The compound is Brc1cc(C2N(C(=O)c3oc4c(c(=O)c23)cc(Cl)cc4)CCO)ccc1. The result is 0 (inactive).